This data is from Reaction yield outcomes from USPTO patents with 853,638 reactions. The task is: Predict the reaction yield, written as a fraction of the theoretical maximum amount of product (1.0 means a 100% yield; for example, 0.34 means a 34% yield). (1) The reactants are C(#N)C.[N+:4]([C:7]1[CH:12]=[CH:11][CH:10]=[CH:9][C:8]=1[CH:13]([NH:15][CH2:16][C:17]#[N:18])[CH3:14])([O-:6])=[O:5].C([O-])(O)=O.[Na+].Cl[C:25]([O:27][CH2:28][CH3:29])=[O:26]. The catalyst is CCOC(C)=O.C(Cl)Cl. The product is [C:17]([CH2:16][N:15]([CH:13]([C:8]1[CH:9]=[CH:10][CH:11]=[CH:12][C:7]=1[N+:4]([O-:6])=[O:5])[CH3:14])[C:25](=[O:26])[O:27][CH2:28][CH3:29])#[N:18]. The yield is 0.0400. (2) The reactants are [OH:1][C:2]1[CH:3]=[C:4]([C:9]2([C:12]([OH:14])=[O:13])[CH2:11][CH2:10]2)[CH:5]=[CH:6][C:7]=1[OH:8].[CH3:15]C1C=CC(S(O)(=O)=O)=CC=1. The catalyst is CO. The product is [OH:1][C:2]1[CH:3]=[C:4]([C:9]2([C:12]([O:14][CH3:15])=[O:13])[CH2:11][CH2:10]2)[CH:5]=[CH:6][C:7]=1[OH:8]. The yield is 0.910. (3) The reactants are C([O:9][C@@H:10]1[C@@H:14]([CH2:15][OH:16])[CH:13]=[CH:12][C@@H:11]1[O:17]C(=O)C1C=CC=CC=1)(=O)C1C=CC=CC=1.C[O-].[Na+]. The catalyst is CO. The product is [OH:16][CH2:15][C@@H:14]1[C@@H:10]([OH:9])[C@@H:11]([OH:17])[CH:12]=[CH:13]1. The yield is 0.710. (4) The reactants are Br[C:2]1[N:3]=[CH:4][C:5]([NH2:8])=[N:6][CH:7]=1.CC1(C)C(C)(C)OB(B2OC(C)(C)C(C)(C)O2)O1.CC([O-])=O.[K+].C(Cl)Cl.[Br:35][C:36]1[CH:41]=[CH:40][C:39](I)=[C:38]([F:43])[CH:37]=1.C([O-])([O-])=O.[K+].[K+]. The catalyst is O1CCOCC1.C1C=CC(P(C2C=CC=CC=2)[C-]2C=CC=C2)=CC=1.C1C=CC(P(C2C=CC=CC=2)[C-]2C=CC=C2)=CC=1.Cl[Pd]Cl.[Fe+2]. The product is [Br:35][C:36]1[CH:41]=[CH:40][C:39]([C:2]2[N:3]=[CH:4][C:5]([NH2:8])=[N:6][CH:7]=2)=[C:38]([F:43])[CH:37]=1. The yield is 0.150.